From a dataset of Tox21: 12 toxicity assays (nuclear receptors and stress response pathways). Binary classification across 12 toxicity assays. (1) The molecule is C[C@H]1CCCC(=O)CCCC=Cc2cc(O)cc(O)c2C(=O)O1. It tested positive (active) for: NR-ER (Estrogen Receptor agonist activity), NR-ER-LBD (Estrogen Receptor Ligand Binding Domain agonist), SR-HSE (Heat Shock Element response), SR-MMP (Mitochondrial Membrane Potential disruption), and SR-p53 (p53 tumor suppressor activation). (2) The molecule is OCc1cccc(Oc2ccccc2)c1. It tested positive (active) for: NR-ER (Estrogen Receptor agonist activity), NR-ER-LBD (Estrogen Receptor Ligand Binding Domain agonist), and SR-MMP (Mitochondrial Membrane Potential disruption). (3) The drug is COS(=O)(=O)[O-].Cn1c(-c2ccccc2)cc(-c2ccccc2)[n+]1C. It tested positive (active) for: SR-ARE (Antioxidant Response Element (oxidative stress)). (4) The drug is Cc1occc1S. It tested positive (active) for: SR-ARE (Antioxidant Response Element (oxidative stress)), and SR-HSE (Heat Shock Element response). (5) The compound is N#CSCSc1nc2ccccc2s1. It tested positive (active) for: NR-AR-LBD (Androgen Receptor Ligand Binding Domain agonist), NR-PPAR-gamma (PPAR-gamma nuclear receptor agonist), SR-ATAD5 (ATAD5 genotoxicity (DNA damage)), SR-HSE (Heat Shock Element response), SR-MMP (Mitochondrial Membrane Potential disruption), and SR-p53 (p53 tumor suppressor activation). (6) The compound is Cc1cc(Cl)ccc1O. It tested positive (active) for: SR-MMP (Mitochondrial Membrane Potential disruption). (7) The molecule is Cc1c(N(C)CS(=O)(=O)[O-])c(=O)n(-c2ccccc2)n1C. It tested positive (active) for: NR-ER (Estrogen Receptor agonist activity).